From a dataset of Forward reaction prediction with 1.9M reactions from USPTO patents (1976-2016). Predict the product of the given reaction. (1) Given the reactants [Cl:1][C:2]1[CH:7]=[CH:6][N:5]=[C:4]2[CH:8]=[CH:9][S:10][C:3]=12.[Li]CCCC.[CH3:16][S:17]SC, predict the reaction product. The product is: [Cl:1][C:2]1[CH:7]=[CH:6][N:5]=[C:4]2[CH:8]=[C:9]([S:17][CH3:16])[S:10][C:3]=12. (2) Given the reactants [F:1][C:2]1[CH:3]=C(C#N)[CH:5]=[C:6]2[C:10]=1[N:9]([C:11]([C:24]1[CH:29]=[CH:28][CH:27]=[CH:26][CH:25]=1)([C:18]1[CH:23]=[CH:22][CH:21]=[CH:20][CH:19]=1)[C:12]1[CH:17]=[CH:16][CH:15]=[CH:14][CH:13]=1)[N:8]=[C:7]2/[CH:30]=[CH:31]/[C:32]1[CH:33]=[N:34][CH:35]=[CH:36][CH:37]=1.[OH-:40].[K+].Cl.[CH2:43]([OH:45])[CH3:44], predict the reaction product. The product is: [F:1][C:2]1[CH:3]=[C:44]([C:43]([OH:40])=[O:45])[CH:5]=[C:6]2[C:10]=1[N:9]([C:11]([C:24]1[CH:29]=[CH:28][CH:27]=[CH:26][CH:25]=1)([C:18]1[CH:23]=[CH:22][CH:21]=[CH:20][CH:19]=1)[C:12]1[CH:17]=[CH:16][CH:15]=[CH:14][CH:13]=1)[N:8]=[C:7]2/[CH:30]=[CH:31]/[C:32]1[CH:33]=[N:34][CH:35]=[CH:36][CH:37]=1. (3) Given the reactants [CH3:1][C@@H:2]1[CH2:6][N:5]([CH2:7]C2C=NC(C)=NC=2)[CH2:4][C@H:3]1[C:15]1[NH:16][C:17](=[O:30])[C:18]2[CH:23]=[N:22][N:21]([CH:24]3[CH2:29][CH2:28][O:27][CH2:26][CH2:25]3)[C:19]=2[N:20]=1.C([BH3-])#N.[Na+].C[C:36]1[N:41]=[C:40]([CH:42]=O)[CH:39]=[CH:38][CH:37]=1, predict the reaction product. The product is: [CH3:1][C@@H:2]1[CH2:6][N:5]([CH2:7][C:36]2[CH:37]=[CH:38][CH:39]=[C:40]([CH3:42])[N:41]=2)[CH2:4][C@H:3]1[C:15]1[NH:16][C:17](=[O:30])[C:18]2[CH:23]=[N:22][N:21]([CH:24]3[CH2:29][CH2:28][O:27][CH2:26][CH2:25]3)[C:19]=2[N:20]=1.